This data is from Forward reaction prediction with 1.9M reactions from USPTO patents (1976-2016). The task is: Predict the product of the given reaction. (1) Given the reactants [Cl:1][C:2]1[C:3]([N:8]2[C:12]([C:13]3[O:18][C:17](=[O:19])[C:16]4[CH:20]=[CH:21][CH:22]=[C:23]([CH3:24])[C:15]=4[N:14]=3)=[CH:11][C:10]([C:25]([F:28])([F:27])[F:26])=[N:9]2)=[N:4][CH:5]=[CH:6][CH:7]=1.[CH:29]([NH2:32])([CH3:31])[CH3:30].C(OCC)C, predict the reaction product. The product is: [Cl:1][C:2]1[C:3]([N:8]2[C:12]([C:13]([NH:14][C:15]3[C:16]([C:17]([NH:32][CH:29]([CH3:31])[CH3:30])=[O:19])=[CH:20][CH:21]=[CH:22][C:23]=3[CH3:24])=[O:18])=[CH:11][C:10]([C:25]([F:27])([F:26])[F:28])=[N:9]2)=[N:4][CH:5]=[CH:6][CH:7]=1. (2) Given the reactants CS[C:3](SC)=[C:4]1[C:9](=[O:10])[CH:8]=[CH:7][N:6]([CH2:11][CH2:12][CH:13]([CH3:15])[CH3:14])[C:5]1=[O:16].[NH2:19][C:20]1[CH:25]=[CH:24][C:23]([NH:26]C(=O)OC(C)(C)C)=[CH:22][C:21]=1[S:34]([NH2:37])(=[O:36])=[O:35], predict the reaction product. The product is: [NH2:26][C:23]1[CH:24]=[CH:25][C:20]2[NH:19][C:3]([C:4]3[C:5](=[O:16])[N:6]([CH2:11][CH2:12][CH:13]([CH3:14])[CH3:15])[CH:7]=[CH:8][C:9]=3[OH:10])=[N:37][S:34](=[O:36])(=[O:35])[C:21]=2[CH:22]=1. (3) Given the reactants [N+:1]([C:4]1[CH:9]=[CH:8][C:7]([SH:10])=[CH:6][CH:5]=1)([O-:3])=[O:2].[CH3:11][C:12]1[CH:13]=[CH:14][C:15]2[N:16]([C:18]([CH2:21]O)=[CH:19][N:20]=2)[CH:17]=1.Cl.[OH-].[Na+], predict the reaction product. The product is: [CH3:11][C:12]1[CH:13]=[CH:14][C:15]2[N:16]([C:18]([CH2:21][S:10][C:7]3[CH:8]=[CH:9][C:4]([N+:1]([O-:3])=[O:2])=[CH:5][CH:6]=3)=[CH:19][N:20]=2)[CH:17]=1. (4) Given the reactants [OH:1][C:2]([C:5]1[CH:10]=[CH:9][C:8]([C:11]([N:13]2[CH2:18][CH2:17][C:16]3([O:23][C:22]4[CH:24]=[CH:25][CH:26]=[CH:27][C:21]=4[N:20]4[CH:28]=[CH:29][CH:30]=[C:19]34)[CH2:15][CH2:14]2)=[O:12])=[CH:7][C:6]=1[O:31][CH3:32])([CH3:4])[CH3:3].[H-].[Na+].[CH3:35]I, predict the reaction product. The product is: [CH3:32][O:31][C:6]1[CH:7]=[C:8]([C:11]([N:13]2[CH2:14][CH2:15][C:16]3([O:23][C:22]4[CH:24]=[CH:25][CH:26]=[CH:27][C:21]=4[N:20]4[CH:28]=[CH:29][CH:30]=[C:19]34)[CH2:17][CH2:18]2)=[O:12])[CH:9]=[CH:10][C:5]=1[C:2]([O:1][CH3:35])([CH3:3])[CH3:4]. (5) Given the reactants Cl[C:2]1[C:11]2[C:6](=[CH:7][CH:8]=[CH:9][CH:10]=2)[C:5]([CH2:12][C:13]2[CH:18]=[CH:17][N:16]=[CH:15][CH:14]=2)=[N:4][N:3]=1.[F:19][C:20]1[CH:26]=[CH:25][C:23]([NH2:24])=[CH:22][CH:21]=1.C([O-])(=O)C.C(=O)([O-])[O-].[K+].[K+], predict the reaction product. The product is: [F:19][C:20]1[CH:26]=[CH:25][C:23]([NH:24][C:2]2[C:11]3[C:6](=[CH:7][CH:8]=[CH:9][CH:10]=3)[C:5]([CH2:12][C:13]3[CH:18]=[CH:17][N:16]=[CH:15][CH:14]=3)=[N:4][N:3]=2)=[CH:22][CH:21]=1. (6) Given the reactants C(=O)([O-])[O-].[Na+].[Na+].Cl[C:8]1[N:13]=[CH:12][C:11]([C:14]#[N:15])=[CH:10][CH:9]=1.CC1(C)C(C)(C)OB([C:24]2[S:25][CH:26]=[CH:27][CH:28]=2)O1, predict the reaction product. The product is: [S:25]1[CH:26]=[CH:27][CH:28]=[C:24]1[C:8]1[N:13]=[CH:12][C:11]([C:14]#[N:15])=[CH:10][CH:9]=1. (7) Given the reactants [F:1][C:2]1[CH:9]=[C:8]([CH:10]=C)[CH:7]=[CH:6][C:3]=1[C:4]#[N:5].[O:12]=[O+][O-].[BH4-].[Na+], predict the reaction product. The product is: [F:1][C:2]1[CH:9]=[C:8]([CH2:10][OH:12])[CH:7]=[CH:6][C:3]=1[C:4]#[N:5]. (8) Given the reactants [CH2:1]([O:4][C:5]([NH:7][CH2:8][CH2:9][CH2:10][CH2:11][NH2:12])=[O:6])[CH:2]=[CH2:3].CN(C1C2C(N(C)C)=CC=CC=2C=CC=1)C.[Br:29][CH2:30][C:31](Br)=[O:32], predict the reaction product. The product is: [Br:29][CH2:30][C:31]([NH:12][CH2:11][CH2:10][CH2:9][CH2:8][NH:7][C:5](=[O:6])[O:4][CH2:1][CH:2]=[CH2:3])=[O:32]. (9) Given the reactants [F:1][C:2]([F:11])([F:10])[C:3]1([C:7]([OH:9])=O)[CH2:6][CH2:5][CH2:4]1.C1C=CC2N(O)N=NC=2C=1.CCN=C=NCCCN(C)C.[CH3:33][NH:34][CH2:35][C:36]1[CH:41]=[CH:40][C:39]([C:42]([N:44]2[CH2:50][C:49]3([CH3:52])[CH2:51][CH:45]2[CH2:46][C:47]([CH3:54])([CH3:53])[CH2:48]3)=[O:43])=[CH:38][CH:37]=1.CCN(C(C)C)C(C)C, predict the reaction product. The product is: [CH3:33][N:34]([CH2:35][C:36]1[CH:41]=[CH:40][C:39]([C:42]([N:44]2[CH2:50][C:49]3([CH3:52])[CH2:51][CH:45]2[CH2:46][C:47]([CH3:54])([CH3:53])[CH2:48]3)=[O:43])=[CH:38][CH:37]=1)[C:7]([C:3]1([C:2]([F:1])([F:11])[F:10])[CH2:4][CH2:5][CH2:6]1)=[O:9]. (10) Given the reactants Cl[C:2]1[N:11]=[CH:10][C:9]2[N:8]([CH3:12])[C:7](=[O:13])[CH2:6][N:5]([CH:14]([CH3:16])[CH3:15])[C:4]=2[N:3]=1.[NH2:17][C:18]1[CH:19]=[C:20]([S:27]([NH2:30])(=[O:29])=[O:28])[CH:21]=[C:22]([N+:24]([O-:26])=[O:25])[CH:23]=1, predict the reaction product. The product is: [CH:14]([N:5]1[C:4]2[N:3]=[C:2]([NH:17][C:18]3[CH:19]=[C:20]([S:27]([NH2:30])(=[O:29])=[O:28])[CH:21]=[C:22]([N+:24]([O-:26])=[O:25])[CH:23]=3)[N:11]=[CH:10][C:9]=2[N:8]([CH3:12])[C:7](=[O:13])[CH2:6]1)([CH3:16])[CH3:15].